This data is from Full USPTO retrosynthesis dataset with 1.9M reactions from patents (1976-2016). The task is: Predict the reactants needed to synthesize the given product. Given the product [ClH:11].[Cl:11][C:10]1[C:6]2[C:7](=[C:2]([NH2:1])[N:3]=[CH:4][C:5]=2[C:18]2[CH:19]=[N:20][N:21]([CH:23]3[CH2:24][CH2:25][NH:26][CH2:27][CH2:28]3)[CH:22]=2)[O:8][C:9]=1[C:12]1[CH:17]=[CH:16][CH:15]=[CH:14][CH:13]=1, predict the reactants needed to synthesize it. The reactants are: [NH2:1][C:2]1[N:3]=[CH:4][C:5]([C:18]2[CH:19]=[N:20][N:21]([CH:23]3[CH2:28][CH2:27][N:26](C(OC(C)(C)C)=O)[CH2:25][CH2:24]3)[CH:22]=2)=[C:6]2[C:10]([Cl:11])=[C:9]([C:12]3[CH:17]=[CH:16][CH:15]=[CH:14][CH:13]=3)[O:8][C:7]=12.Cl.